Dataset: Reaction yield outcomes from USPTO patents with 853,638 reactions. Task: Predict the reaction yield, written as a fraction of the theoretical maximum amount of product (1.0 means a 100% yield; for example, 0.34 means a 34% yield). (1) The reactants are O[CH2:2][C:3]1[CH:12]=[N:11][C:10]2[N:9]3[CH2:13][CH2:14][CH2:15][C@H:8]3[C:7](=[O:16])[NH:6][C:5]=2[CH:4]=1.[CH3:17][NH:18][S:19]([C:22]1[CH:27]=[CH:26][C:25]([N:28]2[CH2:33][CH2:32][NH:31][CH2:30][CH2:29]2)=[CH:24][CH:23]=1)(=[O:21])=[O:20].[I-].C(C[P+](C)(C)C)#N.C(N(CC)C(C)C)(C)C. The catalyst is C(#N)CC. The product is [CH3:17][NH:18][S:19]([C:22]1[CH:23]=[CH:24][C:25]([N:28]2[CH2:33][CH2:32][N:31]([CH2:2][C:3]3[CH:12]=[N:11][C:10]4[N:9]5[CH2:13][CH2:14][CH2:15][C@H:8]5[C:7](=[O:16])[NH:6][C:5]=4[CH:4]=3)[CH2:30][CH2:29]2)=[CH:26][CH:27]=1)(=[O:20])=[O:21]. The yield is 0.528. (2) The reactants are [CH3:1][N:2]([CH3:10])[C:3]1[CH:9]=[CH:8][C:6]([NH2:7])=[CH:5][CH:4]=1.C(N(CC)CC)C.[Br:18][C:19]1[CH:20]=[C:21]([S:25](Cl)(=[O:27])=[O:26])[CH:22]=[CH:23][CH:24]=1. The catalyst is C(#N)C. The product is [Br:18][C:19]1[CH:20]=[C:21]([S:25]([NH:7][C:6]2[CH:8]=[CH:9][C:3]([N:2]([CH3:10])[CH3:1])=[CH:4][CH:5]=2)(=[O:27])=[O:26])[CH:22]=[CH:23][CH:24]=1. The yield is 0.670. (3) The reactants are [H-].[Na+].Cl[CH2:4][CH2:5][CH2:6][C:7]([NH:9][N:10]1[CH2:15][CH2:14][CH2:13][CH2:12][CH2:11]1)=[O:8].O. The catalyst is C1COCC1. The product is [N:10]1([N:9]2[CH2:4][CH2:5][CH2:6][C:7]2=[O:8])[CH2:15][CH2:14][CH2:13][CH2:12][CH2:11]1. The yield is 0.760. (4) The reactants are [F:1][C:2]1[CH:7]=[CH:6][C:5]([CH2:8][CH2:9][N:10]2[C:22](=[O:23])[C:21]3[C:20]([OH:24])=[C:19]4[C:14]([CH:15]=[CH:16][CH:17]=[N:18]4)=[C:13]([OH:25])[C:12]=3[C:11]2=[O:26])=[CH:4][CH:3]=1.[OH-].[Na+].[CH2:29]([O:31][C:32](Cl)=[O:33])[CH3:30].[C:35]1([CH:41]([C:44]2[CH:49]=[CH:48][CH:47]=[CH:46][CH:45]=2)[N+]#N)[CH:40]=[CH:39][CH:38]=[CH:37][CH:36]=1. The catalyst is O1CCOCC1.ClCCl.O. The product is [CH2:29]([O:31][C:32](=[O:33])[O:25][C:13]1[C:12]2[C:11](=[O:26])[N:10]([CH2:9][CH2:8][C:5]3[CH:6]=[CH:7][C:2]([F:1])=[CH:3][CH:4]=3)[C:22](=[O:23])[C:21]=2[C:20]([O:24][CH:41]([C:35]2[CH:40]=[CH:39][CH:38]=[CH:37][CH:36]=2)[C:44]2[CH:49]=[CH:48][CH:47]=[CH:46][CH:45]=2)=[C:19]2[C:14]=1[CH:15]=[CH:16][CH:17]=[N:18]2)[CH3:30]. The yield is 0.650. (5) The reactants are [CH2:1]([C:11]1[C:15]2[S:16][C:17]3[C:21]4[S:22][C:23](C(O)=O)=[C:24]([CH2:25][CH2:26][CH2:27][CH2:28][CH2:29][CH2:30][CH2:31][CH2:32][CH2:33][CH3:34])[C:20]=4[S:19][C:18]=3[C:14]=2[S:13][C:12]=1C(O)=O)[CH2:2][CH2:3][CH2:4][CH2:5][CH2:6][CH2:7][CH2:8][CH2:9][CH3:10].C(=O)=O.CCCCCC. The catalyst is N1C2C(=CC=CC=2)C=CC=1.[Cu]. The product is [CH2:25]([C:24]1[C:20]2[S:19][C:18]3[C:14]4[S:13][CH:12]=[C:11]([CH2:1][CH2:2][CH2:3][CH2:4][CH2:5][CH2:6][CH2:7][CH2:8][CH2:9][CH3:10])[C:15]=4[S:16][C:17]=3[C:21]=2[S:22][CH:23]=1)[CH2:26][CH2:27][CH2:28][CH2:29][CH2:30][CH2:31][CH2:32][CH2:33][CH3:34]. The yield is 0.606. (6) The reactants are [C:1](O)(=[O:4])[C:2]#[CH:3].O=C1N(P(Cl)(N2CCOC2=O)=O)CCO1.C(N(C(C)C)C(C)C)C.Cl.[NH2:31][C:32]1[N:37]=[CH:36][N:35]=[C:34]([NH:38][CH2:39][C@@H:40]2[CH2:45][CH2:44][NH:43][CH2:42][C@H:41]2[OH:46])[C:33]=1[C:47]1[CH:52]=[CH:51][C:50]([O:53][C:54]2[CH:59]=[CH:58][CH:57]=[CH:56][CH:55]=2)=[CH:49][CH:48]=1. The catalyst is CN(C=O)C. The product is [NH2:31][C:32]1[N:37]=[CH:36][N:35]=[C:34]([NH:38][CH2:39][C@@H:40]2[CH2:45][CH2:44][N:43]([C:1](=[O:4])[C:2]#[CH:3])[CH2:42][C@H:41]2[OH:46])[C:33]=1[C:47]1[CH:52]=[CH:51][C:50]([O:53][C:54]2[CH:59]=[CH:58][CH:57]=[CH:56][CH:55]=2)=[CH:49][CH:48]=1. The yield is 0.186. (7) The yield is 0.0680. The product is [CH2:19]([O:21][C:22]1[CH:31]=[C:30]2[C:25]([C:26]([NH:32][C:33]3[CH:38]=[CH:37][CH:36]=[C:35]([C:39]#[CH:40])[CH:34]=3)=[N:27][CH:28]=[N:29]2)=[CH:24][C:23]=1[NH:41][C:10](=[O:12])/[CH:9]=[CH:8]/[CH2:7][N:1]1[CH2:2][CH2:3][CH2:4][CH2:5][CH2:6]1)[CH3:20]. The reactants are [N:1]1([CH2:7]/[CH:8]=[CH:9]/[C:10]([OH:12])=O)[CH2:6][CH2:5][CH2:4][CH2:3][CH2:2]1.C(Cl)(=O)C(Cl)=O.[CH2:19]([O:21][C:22]1[CH:31]=[C:30]2[C:25]([C:26]([NH:32][C:33]3[CH:38]=[CH:37][CH:36]=[C:35]([C:39]#[CH:40])[CH:34]=3)=[N:27][CH:28]=[N:29]2)=[CH:24][C:23]=1[NH2:41])[CH3:20].CCN(C(C)C)C(C)C. The catalyst is CN(C=O)C.C(Cl)Cl.C1COCC1.